This data is from Forward reaction prediction with 1.9M reactions from USPTO patents (1976-2016). The task is: Predict the product of the given reaction. (1) Given the reactants [OH:1][NH:2][C:3]([C:5]1[C:6]2[CH:13]=[CH:12][N:11]([CH2:14][O:15][CH2:16][CH2:17][Si:18]([CH3:21])([CH3:20])[CH3:19])[C:7]=2[N:8]=[CH:9][CH:10]=1)=[NH:4].N1C=CC=CC=1.[C:28]([C:30]1[CH:31]=[C:32]([CH:36]=[CH:37][CH:38]=1)[C:33](Cl)=O)#[N:29], predict the reaction product. The product is: [CH3:19][Si:18]([CH3:21])([CH3:20])[CH2:17][CH2:16][O:15][CH2:14][N:11]1[C:7]2=[N:8][CH:9]=[CH:10][C:5]([C:3]3[N:4]=[C:33]([C:32]4[CH:31]=[C:30]([CH:38]=[CH:37][CH:36]=4)[C:28]#[N:29])[O:1][N:2]=3)=[C:6]2[CH:13]=[CH:12]1. (2) The product is: [F:16][C:15]1[C:2]([C:30]#[C:29][C:28]([OH:38])([CH3:39])[CH2:27][F:26])=[CH:3][C:4]2[C:5]3[N:9]([CH:10]4[CH2:17][CH:12]([C:13]=2[CH:14]=1)[CH2:11]4)[CH:8]=[C:7]([C:18]([NH2:20])=[O:19])[N:6]=3. Given the reactants Br[C:2]1[CH:3]=[C:4]2[C:13](=[CH:14][C:15]=1[F:16])[CH:12]1[CH2:17][CH:10]([CH2:11]1)[N:9]1[C:5]2=[N:6][C:7]([C:18]([NH2:20])=[O:19])=[CH:8]1.C([O-])(=O)C.[Na+].[F:26][CH2:27][C:28]([CH3:39])([OH:38])[C:29]#[C:30][Si](CC)(CC)CC, predict the reaction product.